From a dataset of NCI-60 drug combinations with 297,098 pairs across 59 cell lines. Regression. Given two drug SMILES strings and cell line genomic features, predict the synergy score measuring deviation from expected non-interaction effect. (1) Drug 1: CN(C)C1=NC(=NC(=N1)N(C)C)N(C)C. Drug 2: CC1=C2C(C(=O)C3(C(CC4C(C3C(C(C2(C)C)(CC1OC(=O)C(C(C5=CC=CC=C5)NC(=O)C6=CC=CC=C6)O)O)OC(=O)C7=CC=CC=C7)(CO4)OC(=O)C)O)C)OC(=O)C. Cell line: SK-MEL-2. Synergy scores: CSS=37.2, Synergy_ZIP=2.31, Synergy_Bliss=3.76, Synergy_Loewe=-49.0, Synergy_HSA=1.32. (2) Drug 1: CS(=O)(=O)CCNCC1=CC=C(O1)C2=CC3=C(C=C2)N=CN=C3NC4=CC(=C(C=C4)OCC5=CC(=CC=C5)F)Cl. Drug 2: CC1C(C(CC(O1)OC2CC(OC(C2O)C)OC3=CC4=CC5=C(C(=O)C(C(C5)C(C(=O)C(C(C)O)O)OC)OC6CC(C(C(O6)C)O)OC7CC(C(C(O7)C)O)OC8CC(C(C(O8)C)O)(C)O)C(=C4C(=C3C)O)O)O)O. Cell line: HOP-92. Synergy scores: CSS=45.2, Synergy_ZIP=-2.37, Synergy_Bliss=-2.37, Synergy_Loewe=-1.57, Synergy_HSA=-1.74. (3) Drug 1: CNC(=O)C1=CC=CC=C1SC2=CC3=C(C=C2)C(=NN3)C=CC4=CC=CC=N4. Drug 2: C(CN)CNCCSP(=O)(O)O. Cell line: U251. Synergy scores: CSS=11.6, Synergy_ZIP=-3.97, Synergy_Bliss=-0.512, Synergy_Loewe=-39.9, Synergy_HSA=-2.72. (4) Drug 1: C1=CN(C=N1)CC(O)(P(=O)(O)O)P(=O)(O)O. Drug 2: CC(C)CN1C=NC2=C1C3=CC=CC=C3N=C2N. Cell line: RXF 393. Synergy scores: CSS=0.350, Synergy_ZIP=1.16, Synergy_Bliss=3.01, Synergy_Loewe=0.672, Synergy_HSA=0.980. (5) Drug 1: C1CN1P(=S)(N2CC2)N3CC3. Drug 2: CC1CCC2CC(C(=CC=CC=CC(CC(C(=O)C(C(C(=CC(C(=O)CC(OC(=O)C3CCCCN3C(=O)C(=O)C1(O2)O)C(C)CC4CCC(C(C4)OC)O)C)C)O)OC)C)C)C)OC. Cell line: PC-3. Synergy scores: CSS=0.209, Synergy_ZIP=1.88, Synergy_Bliss=3.98, Synergy_Loewe=0.552, Synergy_HSA=0.855.